From a dataset of NCI-60 drug combinations with 297,098 pairs across 59 cell lines. Regression. Given two drug SMILES strings and cell line genomic features, predict the synergy score measuring deviation from expected non-interaction effect. Drug 1: COC1=CC(=CC(=C1O)OC)C2C3C(COC3=O)C(C4=CC5=C(C=C24)OCO5)OC6C(C(C7C(O6)COC(O7)C8=CC=CS8)O)O. Drug 2: C1C(C(OC1N2C=NC3=C(N=C(N=C32)Cl)N)CO)O. Cell line: SF-295. Synergy scores: CSS=52.4, Synergy_ZIP=-0.290, Synergy_Bliss=1.55, Synergy_Loewe=0.290, Synergy_HSA=2.74.